This data is from Peptide-MHC class II binding affinity with 134,281 pairs from IEDB. The task is: Regression. Given a peptide amino acid sequence and an MHC pseudo amino acid sequence, predict their binding affinity value. This is MHC class II binding data. The peptide sequence is EKKYFAAHQFEPLAA. The MHC is DRB1_0701 with pseudo-sequence DRB1_0701. The binding affinity (normalized) is 0.674.